This data is from CYP2D6 inhibition data for predicting drug metabolism from PubChem BioAssay. The task is: Regression/Classification. Given a drug SMILES string, predict its absorption, distribution, metabolism, or excretion properties. Task type varies by dataset: regression for continuous measurements (e.g., permeability, clearance, half-life) or binary classification for categorical outcomes (e.g., BBB penetration, CYP inhibition). Dataset: cyp2d6_veith. (1) The compound is N#Cc1cccc(-c2ccc3ncnc(N4CCNCC4)c3c2)c1. The result is 0 (non-inhibitor). (2) The molecule is CCCNC(=O)OC[C@@H]1O[C@H](CCO/N=C\[C@@H](C)[C@H](OCc2ccccc2)C(C)C)C=C[C@@H]1Oc1ccc(OC)cc1. The result is 0 (non-inhibitor).